Dataset: Full USPTO retrosynthesis dataset with 1.9M reactions from patents (1976-2016). Task: Predict the reactants needed to synthesize the given product. The reactants are: [H-].[Na+].[I-].C[S+](C)(C)=O.[C:9]1(/[CH:15]=[CH:16]/[C:17]([O:19][CH2:20][CH3:21])=[O:18])[CH:14]=[CH:13][CH:12]=[CH:11][CH:10]=1.[CH3:22]S(C)=O.C1COCC1. Given the product [CH2:20]([O:19][C:17]([C@@H:16]1[CH2:22][C@H:15]1[C:9]1[CH:14]=[CH:13][CH:12]=[CH:11][CH:10]=1)=[O:18])[CH3:21], predict the reactants needed to synthesize it.